Dataset: Full USPTO retrosynthesis dataset with 1.9M reactions from patents (1976-2016). Task: Predict the reactants needed to synthesize the given product. (1) Given the product [NH2:27][C:8]1[N:7]=[C:6]([O:5][CH2:1][CH2:2][CH2:3][CH3:4])[N:14]=[C:13]2[C:9]=1[NH:10][C:11](=[O:25])[N:12]2[CH2:15][CH2:16][CH2:17][CH2:18][CH:19]1[CH2:24][CH2:23][N:22]([CH2:29][CH:30]2[CH2:34][CH2:33][CH2:32][CH2:31]2)[CH2:21][CH2:20]1, predict the reactants needed to synthesize it. The reactants are: [CH2:1]([O:5][C:6]1[N:14]=[C:13]2[C:9]([N:10]=[C:11]([O:25]C)[N:12]2[CH2:15][CH2:16][CH2:17][CH2:18][CH:19]2[CH2:24][CH2:23][NH:22][CH2:21][CH2:20]2)=[C:8]([NH2:27])[N:7]=1)[CH2:2][CH2:3][CH3:4].I[CH2:29][CH:30]1[CH2:34][CH2:33][CH2:32][CH2:31]1. (2) Given the product [NH:1]([C:2]1[CH:14]=[CH:13][C:5]([CH2:6][C@H:7]2[CH2:11][O:10][C:9](=[O:12])[NH:8]2)=[CH:4][CH:3]=1)[NH2:15], predict the reactants needed to synthesize it. The reactants are: [NH2:1][C:2]1[CH:14]=[CH:13][C:5]([CH2:6][C@H:7]2[CH2:11][O:10][C:9](=[O:12])[NH:8]2)=[CH:4][CH:3]=1.[N:15]([O-])=O.[Na+].